Dataset: Peptide-MHC class II binding affinity with 134,281 pairs from IEDB. Task: Regression. Given a peptide amino acid sequence and an MHC pseudo amino acid sequence, predict their binding affinity value. This is MHC class II binding data. (1) The peptide sequence is RWQVVAPQLPDDLMI. The MHC is HLA-DQA10501-DQB10201 with pseudo-sequence HLA-DQA10501-DQB10201. The binding affinity (normalized) is 0.780. (2) The peptide sequence is GAGVMVEGVFHTLWHTTK. The MHC is DRB1_0301 with pseudo-sequence DRB1_0301. The binding affinity (normalized) is 0. (3) The peptide sequence is LAWLVQASANSAAMA. The MHC is HLA-DPA10201-DPB11401 with pseudo-sequence HLA-DPA10201-DPB11401. The binding affinity (normalized) is 0.0690. (4) The peptide sequence is ESRLVVDFSQFSRGN. The MHC is DRB1_0401 with pseudo-sequence DRB1_0401. The binding affinity (normalized) is 0.507. (5) The peptide sequence is VKLRRSSAAQVDGFY. The MHC is DRB1_1101 with pseudo-sequence DRB1_1101. The binding affinity (normalized) is 0.397.